This data is from Full USPTO retrosynthesis dataset with 1.9M reactions from patents (1976-2016). The task is: Predict the reactants needed to synthesize the given product. (1) Given the product [CH:52]1[C:53]2[CH:41]([CH2:40][O:39][C:37]([NH:1][CH2:2][CH2:3][O:4][CH2:5][CH2:6][O:7][CH2:8][CH:9]([O:18][CH2:19][C:20]([OH:22])=[O:21])[CH2:10][O:11][CH2:12][CH2:13][O:14][CH2:15][CH2:16][NH:17][C:37]([O:39][CH2:40][CH:30]3[C:29]4[CH:31]=[CH:51][CH:52]=[CH:53][C:41]=4[C:42]4[C:47]3=[CH:46][CH:45]=[CH:44][CH:43]=4)=[O:38])=[O:38])[C:42]3[C:47](=[CH:46][CH:45]=[CH:44][CH:43]=3)[C:48]=2[CH:49]=[CH:50][CH:51]=1, predict the reactants needed to synthesize it. The reactants are: [NH2:1][CH2:2][CH2:3][O:4][CH2:5][CH2:6][O:7][CH2:8][CH:9]([O:18][CH2:19][C:20]([OH:22])=[O:21])[CH2:10][O:11][CH2:12][CH2:13][O:14][CH2:15][CH2:16][NH2:17].CCN([CH:29]([CH3:31])[CH3:30])C(C)C.Cl[Si](C)(C)C.[C:37](Cl)([O:39][CH2:40][CH:41]1[C:53]2[C:48](=[CH:49][CH:50]=[CH:51][CH:52]=2)[C:47]2[C:42]1=[CH:43][CH:44]=[CH:45][CH:46]=2)=[O:38]. (2) Given the product [CH3:1][N:2]([C:4]([C:23]1[CH:22]=[CH:7][CH:6]=[CH:5][CH:10]=1)=[Se:11])[NH:3][C:16](=[O:17])[C:15](=[N:14][NH:13][CH3:12])[C:19]([NH:3][N:2]([CH3:1])[C:4]([C:5]1[CH:6]=[CH:7][CH:8]=[CH:9][CH:10]=1)=[Se:11])=[O:21], predict the reactants needed to synthesize it. The reactants are: [CH3:1][N:2]([C:4](=[Se:11])[C:5]1[CH:10]=[CH:9][CH:8]=[CH:7][CH:6]=1)[NH2:3].[CH3:12][NH:13][N:14]=[C:15]([C:19]([OH:21])=O)[C:16](O)=[O:17].[CH2:22](Cl)[CH2:23]Cl.